Dataset: Full USPTO retrosynthesis dataset with 1.9M reactions from patents (1976-2016). Task: Predict the reactants needed to synthesize the given product. (1) Given the product [C:1]1([CH3:20])[CH:6]=[CH:5][CH:4]=[CH:3][C:2]=1[NH:7][C:8]([C:10]1[CH:11]=[N:12][N:13]2[CH:18]=[C:17]([C:26]3[CH:27]=[CH:28][C:23]([O:22][CH3:21])=[CH:24][CH:25]=3)[CH:16]=[CH:15][C:14]=12)=[O:9], predict the reactants needed to synthesize it. The reactants are: [C:1]1([CH3:20])[CH:6]=[CH:5][CH:4]=[CH:3][C:2]=1[NH:7][C:8]([C:10]1[CH:11]=[N:12][N:13]2[CH:18]=[C:17](Br)[CH:16]=[CH:15][C:14]=12)=[O:9].[CH3:21][O:22][C:23]1[CH:28]=[CH:27][C:26](B(O)O)=[CH:25][CH:24]=1.C(=O)([O-])[O-].[K+].[K+]. (2) Given the product [CH2:9]([O:8][C:4]1[CH:5]=[N:6][CH:7]=[C:2]2[S:20][C:19]([C:18]([O:22][CH3:23])=[O:21])=[CH:16][C:3]=12)[C:10]1[CH:11]=[CH:12][CH:13]=[CH:14][CH:15]=1, predict the reactants needed to synthesize it. The reactants are: Cl[C:2]1[C:3]([CH:16]=O)=[C:4]([O:8][CH2:9][C:10]2[CH:15]=[CH:14][CH:13]=[CH:12][CH:11]=2)[CH:5]=[N:6][CH:7]=1.[C:18]([O:22][CH3:23])(=[O:21])[CH2:19][SH:20].C(=O)([O-])[O-].[Cs+].[Cs+]. (3) Given the product [CH2:1]([O:3][C:4]([N:6]1[C:12]2[CH:13]=[CH:14][C:15]([NH:17][C:19]3[N:24]=[C:23]([NH:25][C:26]4[CH:35]=[CH:34][CH:33]=[CH:32][C:27]=4[C:28](=[O:29])[NH:30][CH3:31])[C:22]([Cl:36])=[CH:21][N:20]=3)=[CH:16][C:11]=2[O:10][CH2:9][CH2:8][CH2:7]1)=[O:5])[CH3:2], predict the reactants needed to synthesize it. The reactants are: [CH2:1]([O:3][C:4]([N:6]1[C:12]2[CH:13]=[CH:14][C:15]([NH2:17])=[CH:16][C:11]=2[O:10][CH2:9][CH2:8][CH2:7]1)=[O:5])[CH3:2].Cl[C:19]1[N:24]=[C:23]([NH:25][C:26]2[CH:35]=[CH:34][CH:33]=[CH:32][C:27]=2[C:28]([NH:30][CH3:31])=[O:29])[C:22]([Cl:36])=[CH:21][N:20]=1. (4) Given the product [CH3:22][C:23]([CH3:29])([CH3:28])[CH2:24][C:25]([NH:1][C:2]1[C:11]2[C:6](=[CH:7][CH:8]=[CH:9][CH:10]=2)[CH:5]=[CH:4][C:3]=1[C:12]([OH:21])([C:13]([F:14])([F:15])[F:16])[C:17]([F:18])([F:19])[F:20])=[O:26], predict the reactants needed to synthesize it. The reactants are: [NH2:1][C:2]1[C:11]2[C:6](=[CH:7][CH:8]=[CH:9][CH:10]=2)[CH:5]=[CH:4][C:3]=1[C:12]([OH:21])([C:17]([F:20])([F:19])[F:18])[C:13]([F:16])([F:15])[F:14].[CH3:22][C:23]([CH3:29])([CH3:28])[CH2:24][C:25](Cl)=[O:26].